This data is from Reaction yield outcomes from USPTO patents with 853,638 reactions. The task is: Predict the reaction yield, written as a fraction of the theoretical maximum amount of product (1.0 means a 100% yield; for example, 0.34 means a 34% yield). The reactants are [CH:1]1[CH:2]=[CH:3][C:4]([C@H:7]2[O:17][C:16]3[CH:15]=[C:14]([OH:18])[CH:13]=[C:12]([OH:19])[C:11]=3[C:9](=[O:10])[CH2:8]2)=[CH:5][CH:6]=1.Cl.O.CO. The catalyst is CN(C=O)C.[Pd]. The product is [CH:1]1[CH:6]=[CH:5][C:4]([C@@H:7]2[O:17][C:16]3[CH:15]=[C:14]([OH:18])[CH:13]=[C:12]([OH:19])[C:11]=3[C:9](=[O:10])[CH2:8]2)=[CH:3][CH:2]=1. The yield is 0.900.